Dataset: Reaction yield outcomes from USPTO patents with 853,638 reactions. Task: Predict the reaction yield, written as a fraction of the theoretical maximum amount of product (1.0 means a 100% yield; for example, 0.34 means a 34% yield). (1) The reactants are [CH2:1]([O:3][C:4]1[CH:36]=[CH:35][C:7]([C:8]([NH:10][CH2:11][C@H:12]([NH:17][C:18]([C:20]2[C:21]([C:31]([F:34])([F:33])[F:32])=[N:22][N:23]([C:25]3[CH:30]=[CH:29][CH:28]=[CH:27][CH:26]=3)[CH:24]=2)=[O:19])[C:13]([O:15]C)=[O:14])=[O:9])=[CH:6][CH:5]=1)[CH3:2].[Li]. The catalyst is CO. The product is [CH2:1]([O:3][C:4]1[CH:5]=[CH:6][C:7]([C:8]([NH:10][CH2:11][C@H:12]([NH:17][C:18]([C:20]2[C:21]([C:31]([F:32])([F:33])[F:34])=[N:22][N:23]([C:25]3[CH:30]=[CH:29][CH:28]=[CH:27][CH:26]=3)[CH:24]=2)=[O:19])[C:13]([OH:15])=[O:14])=[O:9])=[CH:35][CH:36]=1)[CH3:2]. The yield is 0.670. (2) The reactants are [NH2:1][C:2]1[C:11]2[C:6](=[C:7](Br)[CH:8]=[CH:9][CH:10]=2)[N:5]=[N:4][C:3]=1[C:13]([NH:15][CH:16]1[CH2:18][CH2:17]1)=[O:14].[CH3:19][O:20][C:21]1[N:26]=[C:25]([O:27][CH3:28])[C:24](B(O)O)=[CH:23][N:22]=1. No catalyst specified. The product is [NH2:1][C:2]1[C:11]2[C:6](=[C:7]([C:24]3[C:25]([O:27][CH3:28])=[N:26][C:21]([O:20][CH3:19])=[N:22][CH:23]=3)[CH:8]=[CH:9][CH:10]=2)[N:5]=[N:4][C:3]=1[C:13]([NH:15][CH:16]1[CH2:18][CH2:17]1)=[O:14]. The yield is 0.780. (3) The reactants are [CH:1]1([B-](F)(F)F)[CH2:3][CH2:2]1.[K+].C(=O)([O-])[O-].[Cs+].[Cs+].Br[C:16]1[CH:17]=[CH:18][C:19]([C:28]([OH:30])=[O:29])=[N:20][C:21]=1[O:22][CH2:23][C:24]([F:27])([F:26])[F:25]. The catalyst is CC([O-])=O.CC([O-])=O.[Pd+2].C(PC12CC3CC(CC(C3)C1)C2)CCC. The product is [CH:1]1([C:16]2[CH:17]=[CH:18][C:19]([C:28]([OH:30])=[O:29])=[N:20][C:21]=2[O:22][CH2:23][C:24]([F:26])([F:27])[F:25])[CH2:3][CH2:2]1. The yield is 0.580. (4) The reactants are CC([N:5]([C@H:9]1[CH2:14][CH2:13][CH2:12][CH2:11][C@H:10]1[CH2:15][OH:16])[C:6](=[O:8])[O-:7])(C)C.Cl.N[C@H:19]1CC[C@H](C2C=CC=CC=2)[CH2:21][C@H:20]1[CH2:31]O.C(OC(OC(C)(C)C)=O)(OC(C)(C)C)=O.C(N(CC)CC)C. The catalyst is CO. The product is [OH:16][CH2:15][C@@H:10]1[CH2:11][CH2:12][CH2:13][CH2:14][C@@H:9]1[NH:5][C:6](=[O:8])[O:7][C:20]([CH3:31])([CH3:21])[CH3:19]. The yield is 0.850. (5) The reactants are [F:1][C:2]1[C:10]([O:11][C:12]2[C:21]3[C:16](=[CH:17][C:18]([O:24][CH2:25][CH2:26][CH2:27][N:28]4[CH2:33][CH2:32][N:31](C(OC(C)(C)C)=O)[CH2:30][CH2:29]4)=[C:19]([O:22][CH3:23])[CH:20]=3)[N:15]=[CH:14][N:13]=2)=[CH:9][CH:8]=[C:7]2[C:3]=1[CH:4]=[C:5]([CH3:41])[NH:6]2.Cl. The catalyst is O1CCOCC1. The product is [F:1][C:2]1[C:10]([O:11][C:12]2[C:21]3[C:16](=[CH:17][C:18]([O:24][CH2:25][CH2:26][CH2:27][N:28]4[CH2:33][CH2:32][NH:31][CH2:30][CH2:29]4)=[C:19]([O:22][CH3:23])[CH:20]=3)[N:15]=[CH:14][N:13]=2)=[CH:9][CH:8]=[C:7]2[C:3]=1[CH:4]=[C:5]([CH3:41])[NH:6]2. The yield is 0.960. (6) The reactants are [CH2:1]([NH2:4])[CH:2]=[CH2:3].C(N(CC)CC)C.Cl[C:13](OC1C=CC([N+]([O-])=O)=CC=1)=[O:14].[NH2:25][C:26]([CH3:30])([CH3:29])[CH2:27][OH:28]. The catalyst is C(Cl)(Cl)Cl. The product is [CH2:1]([NH:4][C:13]([NH:25][C:26]([CH3:30])([CH3:29])[CH2:27][OH:28])=[O:14])[CH:2]=[CH2:3]. The yield is 0.880. (7) The reactants are [Br:1][C:2]1[CH:7]=[CH:6][C:5]([CH2:8][C:9]([OH:11])=[O:10])=[CH:4][CH:3]=1.S(Cl)(Cl)=O.[CH:16]1(C)CCC(C(C)C)C(O)C1. No catalyst specified. The product is [Br:1][C:2]1[CH:3]=[CH:4][C:5]([CH2:8][C:9]([O:11][CH3:16])=[O:10])=[CH:6][CH:7]=1. The yield is 0.998. (8) The reactants are [C:1]([C:3]1[CH:11]=[CH:10][C:6]([C:7]([OH:9])=[O:8])=[CH:5][CH:4]=1)#[N:2].S(=O)(=O)(O)[OH:13]. No catalyst specified. The product is [C:1]([C:3]1[CH:11]=[CH:10][C:6]([C:7]([OH:9])=[O:8])=[CH:5][CH:4]=1)(=[O:13])[NH2:2]. The yield is 0.850.